From a dataset of CYP3A4 inhibition data for predicting drug metabolism from PubChem BioAssay. Regression/Classification. Given a drug SMILES string, predict its absorption, distribution, metabolism, or excretion properties. Task type varies by dataset: regression for continuous measurements (e.g., permeability, clearance, half-life) or binary classification for categorical outcomes (e.g., BBB penetration, CYP inhibition). Dataset: cyp3a4_veith. (1) The result is 0 (non-inhibitor). The molecule is N[C@@H](CSC1c2ccccc2-c2ccccc21)C(=O)O. (2) The molecule is O=S(=O)(c1ccccc1)N1CCC[C@@]2(CCN(Cc3cc(C(F)(F)F)cc(C(F)(F)F)c3)C2)C1. The result is 1 (inhibitor).